Dataset: HIV replication inhibition screening data with 41,000+ compounds from the AIDS Antiviral Screen. Task: Binary Classification. Given a drug SMILES string, predict its activity (active/inactive) in a high-throughput screening assay against a specified biological target. (1) The compound is CN(C)CCCN1C(=S)N(CCCN(C)C)c2c3cc(O)ccc3nc3c([N+](=O)[O-])ccc1c23.Cl. The result is 0 (inactive). (2) The compound is CC1(C)OCC(CC(O)COCc2ccccc2)O1. The result is 0 (inactive). (3) The result is 0 (inactive). The compound is CC1=Nc2ccccc2NC(=O)C1. (4) The drug is CC(=O)C(=CN1CC(=O)NC1=S)C(=O)Nc1ccccc1C. The result is 0 (inactive). (5) The molecule is O=C1OC(CC(=O)c2ccc(Cl)cc2Cl)C(Cl)=C1Cl. The result is 0 (inactive). (6) The molecule is COc1ccc(C(Nc2ccc([N+](=O)[O-])cc2)P(=O)(c2ccccc2)c2ccccc2)cc1. The result is 0 (inactive).